From a dataset of Forward reaction prediction with 1.9M reactions from USPTO patents (1976-2016). Predict the product of the given reaction. Given the reactants C([O:8][C:9]([C:12]1[CH:13]=[C:14]([N:22]2[C:26]([CH2:27][CH:28]3[CH2:33][CH2:32][CH2:31][CH2:30][CH2:29]3)=[C:25]([CH3:34])[C:24]([C:35]([O:37][CH2:38][CH3:39])=[O:36])=[C:23]2[CH3:40])[CH:15]=[C:16]([C:18]2([CH3:21])[CH2:20][CH2:19]2)[CH:17]=1)([CH3:11])[CH3:10])C1C=CC=CC=1, predict the reaction product. The product is: [CH:28]1([CH2:27][C:26]2[N:22]([C:14]3[CH:15]=[C:16]([C:18]4([CH3:21])[CH2:19][CH2:20]4)[CH:17]=[C:12]([C:9]([OH:8])([CH3:11])[CH3:10])[CH:13]=3)[C:23]([CH3:40])=[C:24]([C:35]([O:37][CH2:38][CH3:39])=[O:36])[C:25]=2[CH3:34])[CH2:29][CH2:30][CH2:31][CH2:32][CH2:33]1.